This data is from Catalyst prediction with 721,799 reactions and 888 catalyst types from USPTO. The task is: Predict which catalyst facilitates the given reaction. (1) Reactant: C([O-])([O-])=O.[Na+].[Na+].Br[C:8]1[CH:9]=[CH:10][C:11]([C:14]#[C:15][CH2:16][N:17]2[C:25]3[C:20](=[CH:21][C:22]([CH2:26][N:27]4[CH2:31][CH2:30][CH2:29][CH2:28]4)=[CH:23][CH:24]=3)[CH:19]=[CH:18]2)=[N:12][CH:13]=1.[Cl:32][C:33]1[CH:38]=[CH:37][C:36](OB(O)O)=[CH:35][CH:34]=1. Product: [Cl:32][C:33]1[CH:38]=[CH:37][C:36]([C:8]2[CH:9]=[CH:10][C:11]([C:14]#[C:15][CH2:16][N:17]3[C:25]4[C:20](=[CH:21][C:22]([CH2:26][N:27]5[CH2:31][CH2:30][CH2:29][CH2:28]5)=[CH:23][CH:24]=4)[CH:19]=[CH:18]3)=[N:12][CH:13]=2)=[CH:35][CH:34]=1. The catalyst class is: 12. (2) Reactant: C(N(CC)C(C)C)(C)C.[CH3:10][NH:11][C:12](=[O:25])[O:13][CH2:14][C:15]1[CH:20]=[C:19]([C:21](=O)[CH3:22])[CH:18]=[CH:17][C:16]=1[Cl:24].[NH2:26][OH:27]. Product: [CH3:10][NH:11][C:12](=[O:25])[O:13][CH2:14][C:15]1[CH:20]=[C:19](/[C:21](/[CH3:22])=[N:26]/[OH:27])[CH:18]=[CH:17][C:16]=1[Cl:24]. The catalyst class is: 8. (3) Reactant: [CH3:1][O:2][CH2:3][C:4]1[N:8]([CH3:9])[N:7]=[C:6]([NH:10][C:11]2[C:16](=[O:17])[N:15]([CH3:18])[CH:14]=[C:13]([C:19]3[C:24]([CH:25]=[O:26])=[C:23]([N:27]4[CH2:39][CH2:38][C:37]5[N:36]6[C:31]([CH2:32][CH2:33][CH2:34][CH2:35]6)=[CH:30][C:29]=5[C:28]4=[O:40])[N:22]=[CH:21][CH:20]=3)[CH:12]=2)[CH:5]=1.[BH4-].[Na+]. Product: [OH:26][CH2:25][C:24]1[C:23]([N:27]2[CH2:39][CH2:38][C:37]3[N:36]4[C:31]([CH2:32][CH2:33][CH2:34][CH2:35]4)=[CH:30][C:29]=3[C:28]2=[O:40])=[N:22][CH:21]=[CH:20][C:19]=1[C:13]1[CH:12]=[C:11]([NH:10][C:6]2[CH:5]=[C:4]([CH2:3][O:2][CH3:1])[N:8]([CH3:9])[N:7]=2)[C:16](=[O:17])[N:15]([CH3:18])[CH:14]=1. The catalyst class is: 5. (4) Reactant: [CH2:1]([C@:3]1([CH3:28])[C:7](=[O:8])[N:6]([C:9]2[CH:10]=[CH:11][C:12]([O:15][C:16]3[CH:23]=[CH:22][C:19]([C:20]#[N:21])=[C:18]([C:24]([CH3:26])=[CH2:25])[CH:17]=3)=[N:13][CH:14]=2)[C:5](=[O:27])[NH:4]1)[CH3:2]. The catalyst class is: 5. Product: [CH2:1]([C@:3]1([CH3:28])[C:7](=[O:8])[N:6]([C:9]2[CH:10]=[CH:11][C:12]([O:15][C:16]3[CH:23]=[CH:22][C:19]([C:20]#[N:21])=[C:18]([CH:24]([CH3:25])[CH3:26])[CH:17]=3)=[N:13][CH:14]=2)[C:5](=[O:27])[NH:4]1)[CH3:2]. (5) Reactant: [C:1]1([OH:12])[C:10]2[C:5](=[CH:6][CH:7]=[CH:8][C:9]=2[OH:11])[CH:4]=[CH:3][CH:2]=1.[H-].[Na+].Cl[C:16]([O:18][CH2:19][CH:20]([CH3:22])[CH3:21])=[O:17]. Product: [C:16](=[O:17])([O:12][C:1]1[C:10]2[C:5](=[CH:6][CH:7]=[CH:8][C:9]=2[O:11][C:16](=[O:17])[O:18][CH2:19][CH:20]([CH3:22])[CH3:21])[CH:4]=[CH:3][CH:2]=1)[O:18][CH2:19][CH:20]([CH3:22])[CH3:21]. The catalyst class is: 3. (6) Reactant: [CH:1]([C:4]1[CH:9]=[CH:8][C:7]([C:10]2[N:11]=[C:12]([NH2:15])[S:13][CH:14]=2)=[CH:6][CH:5]=1)([CH3:3])[CH3:2].[CH:16]1([C:22](Cl)=[O:23])[CH2:21][CH2:20][CH2:19][CH2:18][CH2:17]1.N1C=CC=CC=1. Product: [CH:1]([C:4]1[CH:5]=[CH:6][C:7]([C:10]2[N:11]=[C:12]([NH:15][C:22]([CH:16]3[CH2:21][CH2:20][CH2:19][CH2:18][CH2:17]3)=[O:23])[S:13][CH:14]=2)=[CH:8][CH:9]=1)([CH3:3])[CH3:2]. The catalyst class is: 2. (7) Product: [F:2][C@@H:3]1[CH2:8][CH2:7][CH2:6][C@H:5]([NH:9][C:10]2[C:15]([C:16]3[CH:17]=[N:18][N:19]([CH3:21])[CH:20]=3)=[CH:14][N:13]=[C:12]([C:22]3[CH:27]=[CH:26][CH:25]=[C:24]([C:28]4[CH:29]=[N:30][N:31]([CH3:33])[CH:32]=4)[CH:23]=3)[N:11]=2)[C@@H:4]1[OH:34]. The catalyst class is: 12. Reactant: Cl.[F:2][C@@H:3]1[CH2:8][CH2:7][CH2:6][C@H:5]([NH:9][C:10]2[C:15]([C:16]3[CH:17]=[N:18][N:19]([CH3:21])[CH:20]=3)=[CH:14][N:13]=[C:12]([C:22]3[CH:27]=[CH:26][CH:25]=[C:24]([C:28]4[CH:29]=[N:30][N:31]([CH3:33])[CH:32]=4)[CH:23]=3)[N:11]=2)[C@@H:4]1[O:34]COC.C(=O)(O)[O-].[Na+]. (8) Reactant: [I:1][C:2]1[CH:7]=[CH:6][N:5]=[C:4]2[CH:8]=[N:9][NH:10][C:3]=12.Cl[CH2:12][C:13]1[CH:18]=[CH:17][C:16]([O:19][CH3:20])=[CH:15][CH:14]=1. Product: [I:1][C:2]1[CH:7]=[CH:6][N:5]=[C:4]2[CH:8]=[N:9][N:10]([CH2:12][C:13]3[CH:18]=[CH:17][C:16]([O:19][CH3:20])=[CH:15][CH:14]=3)[C:3]=12.[I:1][C:2]1[C:3]2[C:4](=[CH:8][N:9]([CH2:12][C:13]3[CH:18]=[CH:17][C:16]([O:19][CH3:20])=[CH:15][CH:14]=3)[N:10]=2)[N:5]=[CH:6][CH:7]=1. The catalyst class is: 3.